From a dataset of Catalyst prediction with 721,799 reactions and 888 catalyst types from USPTO. Predict which catalyst facilitates the given reaction. (1) Reactant: [O:1]([C:9]1[CH:10]=[C:11]([C:15](=[C:26]2[CH:33]3[CH2:34][CH:29]4[CH2:30][C:31]([Cl:36])([CH2:35][CH:27]2[CH2:28]4)[CH2:32]3)[O:16][CH2:17][CH2:18][O:19][C:20]2[CH:25]=[CH:24][CH:23]=[CH:22][CH:21]=2)[CH:12]=[CH:13][CH:14]=1)[Si](C(C)(C)C)(C)C.[F-].C([N+](CCCC)(CCCC)CCCC)CCC. Product: [OH:1][C:9]1[CH:10]=[C:11]([C:15](=[C:26]2[CH:27]3[CH2:28][CH:29]4[CH2:30][C:31]([Cl:36])([CH2:32][CH:33]2[CH2:34]4)[CH2:35]3)[O:16][CH2:17][CH2:18][O:19][C:20]2[CH:25]=[CH:24][CH:23]=[CH:22][CH:21]=2)[CH:12]=[CH:13][CH:14]=1. The catalyst class is: 1. (2) Reactant: ClCCl.C(OC([N:11]([CH2:40][C:41]1[CH:50]=[CH:49][C:44]2[O:45][CH2:46][CH2:47][O:48][C:43]=2[CH:42]=1)[CH:12]1[CH2:17][CH2:16][N:15]([CH2:18][CH2:19][N:20]2[C:29]3[C:24](=[C:25](/[CH:32]=[CH:33]/[C:34]([O:36][CH2:37][CH3:38])=[O:35])[CH:26]=[C:27]([O:30][CH3:31])[CH:28]=3)[CH:23]=[CH:22][C:21]2=[O:39])[CH2:14][CH2:13]1)=O)(C)(C)C.FC(F)(F)C(O)=O. Product: [O:45]1[C:44]2[CH:49]=[CH:50][C:41]([CH2:40][NH:11][CH:12]3[CH2:13][CH2:14][N:15]([CH2:18][CH2:19][N:20]4[C:29]5[C:24](=[C:25](/[CH:32]=[CH:33]/[C:34]([O:36][CH2:37][CH3:38])=[O:35])[CH:26]=[C:27]([O:30][CH3:31])[CH:28]=5)[CH:23]=[CH:22][C:21]4=[O:39])[CH2:16][CH2:17]3)=[CH:42][C:43]=2[O:48][CH2:47][CH2:46]1. The catalyst class is: 81. (3) Reactant: Cl[C:2]1[C:7]([F:8])=[C:6]([Cl:9])[N:5]=[CH:4][N:3]=1.[Si:10]([O:17][C@@H:18]1[C@H:22]([CH2:23][O:24][Si:25]([C:28]([CH3:31])([CH3:30])[CH3:29])([CH3:27])[CH3:26])[CH2:21][C@@H:20]([NH2:32])[CH2:19]1)([C:13]([CH3:16])([CH3:15])[CH3:14])([CH3:12])[CH3:11].C(N(CC)CC)C. Product: [Si:10]([O:17][C@@H:18]1[C@H:22]([CH2:23][O:24][Si:25]([C:28]([CH3:31])([CH3:30])[CH3:29])([CH3:26])[CH3:27])[CH2:21][C@@H:20]([NH:32][C:2]2[C:7]([F:8])=[C:6]([Cl:9])[N:5]=[CH:4][N:3]=2)[CH2:19]1)([C:13]([CH3:16])([CH3:15])[CH3:14])([CH3:12])[CH3:11]. The catalyst class is: 8. (4) The catalyst class is: 5. Product: [N:1]1[C:10]2[C:5](=[CH:6][CH:7]=[CH:8][CH:9]=2)[CH:4]=[C:3]([CH2:11][OH:12])[CH:2]=1. Reactant: [N:1]1[C:10]2[C:5](=[CH:6][CH:7]=[CH:8][CH:9]=2)[CH:4]=[C:3]([CH:11]=[O:12])[CH:2]=1.[BH4-].[Na+]. (5) Reactant: [NH2:1][C:2]1[O:3][CH2:4][C@:5]2([C:19]3[C:14](=[N:15][CH:16]=[C:17]([C:20]#[C:21][C:22]([CH3:25])([CH3:24])[CH3:23])[CH:18]=3)[O:13][C:12]3[C:7]2=[CH:8][C:9]([OH:26])=[CH:10][CH:11]=3)[N:6]=1.C(=O)([O-])[O-].[K+].[K+].CN(C=O)C.C1C=CC(N[S:45]([C:48]([F:51])([F:50])[F:49])(=[O:47])=[O:46])=CC=1. Product: [F:49][C:48]([F:51])([F:50])[S:45]([O:26][C:9]1[CH:8]=[C:7]2[C@@:5]3([CH2:4][O:3][C:2]([NH2:1])=[N:6]3)[C:19]3[C:14](=[N:15][CH:16]=[C:17]([C:20]#[C:21][C:22]([CH3:23])([CH3:25])[CH3:24])[CH:18]=3)[O:13][C:12]2=[CH:11][CH:10]=1)(=[O:47])=[O:46]. The catalyst class is: 6. (6) Reactant: [CH:1]1([N:4]2[C:8]3[C:9]([C:14]([OH:16])=O)=[C:10]([F:13])[CH:11]=[CH:12][C:7]=3[N:6]=[C:5]2[C@@H:17]([NH:19][C:20]2[N:28]=[CH:27][N:26]=[C:25]3[C:21]=2[N:22]=[CH:23][N:24]3C2CCCCO2)[CH3:18])[CH2:3][CH2:2]1.CN(C(ON1N=NC2C=CC=NC1=2)=[N+](C)C)C.F[P-](F)(F)(F)(F)F.[NH:59]1[CH2:64][CH2:63][O:62][CH2:61][CH2:60]1.CCN(C(C)C)C(C)C. Product: [CH:1]1([N:4]2[C:8]3[C:9]([C:14]([N:59]4[CH2:64][CH2:63][O:62][CH2:61][CH2:60]4)=[O:16])=[C:10]([F:13])[CH:11]=[CH:12][C:7]=3[N:6]=[C:5]2[C@@H:17]([NH:19][C:20]2[N:28]=[CH:27][N:26]=[C:25]3[C:21]=2[N:22]=[CH:23][NH:24]3)[CH3:18])[CH2:3][CH2:2]1. The catalyst class is: 2. (7) Reactant: [C:1]1([S:7]([N:10]2[C:14]3=[N:15][CH:16]=[C:17]([CH:19]([OH:22])[CH2:20][OH:21])[CH:18]=[C:13]3[CH:12]=[CH:11]2)(=[O:9])=[O:8])[CH:6]=[CH:5][CH:4]=[CH:3][CH:2]=1.[C:23]1(C)[CH:28]=CC(S(O)(=O)=O)=C[CH:24]=1.COC(OC)(C)C. Product: [C:1]1([S:7]([N:10]2[C:14]3=[N:15][CH:16]=[C:17]([CH:19]4[CH2:20][O:21][C:23]([CH3:28])([CH3:24])[O:22]4)[CH:18]=[C:13]3[CH:12]=[CH:11]2)(=[O:9])=[O:8])[CH:2]=[CH:3][CH:4]=[CH:5][CH:6]=1. The catalyst class is: 4. (8) The catalyst class is: 180. Reactant: C([O:3][C:4](=O)[CH2:5][O:6][C:7]1[CH:12]=[C:11]([CH:13]=[O:14])[CH:10]=[CH:9][C:8]=1[N+:15]([O-])=O)C. Product: [OH:14][CH2:13][C:11]1[CH:10]=[CH:9][C:8]2[NH:15][C:4](=[O:3])[CH2:5][O:6][C:7]=2[CH:12]=1.